This data is from Reaction yield outcomes from USPTO patents with 853,638 reactions. The task is: Predict the reaction yield, written as a fraction of the theoretical maximum amount of product (1.0 means a 100% yield; for example, 0.34 means a 34% yield). The product is [Cl:1][C:2]1[CH:10]=[C:9]2[C:5]([C:6]([C:11]([OH:25])=[O:12])=[CH:7][NH:8]2)=[CH:4][C:3]=1[C:13]1[CH:18]=[CH:17][C:16]([O:19][CH2:20][CH2:21][OH:22])=[C:15]([F:23])[CH:14]=1. The catalyst is O.C(O)(C)(C)C. The yield is 0.490. The reactants are [Cl:1][C:2]1[CH:10]=[C:9]2[C:5]([C:6]([CH:11]=[O:12])=[CH:7][NH:8]2)=[CH:4][C:3]=1[C:13]1[CH:18]=[CH:17][C:16]([O:19][CH2:20][CH2:21][OH:22])=[C:15]([F:23])[CH:14]=1.Cl([O-])=[O:25].[Na+].CC(=CC)C.P([O-])(O)(O)=O.[Na+].